From a dataset of Catalyst prediction with 721,799 reactions and 888 catalyst types from USPTO. Predict which catalyst facilitates the given reaction. (1) Reactant: [CH2:1]([NH:8][C:9]1[CH:15]=[C:14]([Cl:16])[CH:13]=[CH:12][C:10]=1[NH2:11])[C:2]1[CH:7]=[CH:6][CH:5]=[CH:4][CH:3]=1.[C:17]([O:21][CH2:22][CH3:23])(=[O:20])[CH:18]=O.II.S([O-])([O-])(=O)=S.[Na+].[Na+]. Product: [CH2:1]([N:8]1[C:9]2[CH:15]=[C:14]([Cl:16])[CH:13]=[CH:12][C:10]=2[N:11]=[C:18]1[C:17]([O:21][CH2:22][CH3:23])=[O:20])[C:2]1[CH:3]=[CH:4][CH:5]=[CH:6][CH:7]=1. The catalyst class is: 8. (2) Reactant: O.[OH-].[Li+].[CH:4]1([C@H:10]([NH:15][C:16]([C:18]2[C:27]([NH:28][C:29]([NH:31][C:32]3[C:37]([CH3:38])=[CH:36][C:35]([CH2:39][C:40]#[CH:41])=[CH:34][C:33]=3[CH3:42])=[O:30])=[CH:26][C:25]3[C:20](=[CH:21][CH:22]=[CH:23][CH:24]=3)[CH:19]=2)=[O:17])[C:11]([O:13]C)=[O:12])[CH2:9][CH2:8][CH2:7][CH2:6][CH2:5]1.CO.Cl. Product: [CH:4]1([C@H:10]([NH:15][C:16]([C:18]2[C:27]([NH:28][C:29]([NH:31][C:32]3[C:37]([CH3:38])=[CH:36][C:35]([CH2:39][C:40]#[CH:41])=[CH:34][C:33]=3[CH3:42])=[O:30])=[CH:26][C:25]3[C:20](=[CH:21][CH:22]=[CH:23][CH:24]=3)[CH:19]=2)=[O:17])[C:11]([OH:13])=[O:12])[CH2:5][CH2:6][CH2:7][CH2:8][CH2:9]1. The catalyst class is: 20. (3) Reactant: C([O:4][CH2:5][C:6]1[CH:11]=[CH:10][C:9]([C:12]2[C:21]([C:22]3[CH:27]=[CH:26][CH:25]=[CH:24][CH:23]=3)=[CH:20][C:19]3[C:18](=[O:28])[NH:17][CH:16]=[CH:15][C:14]=3[N:13]=2)=[CH:8][CH:7]=1)(=O)C.[H-].[Na+].Br[CH2:32][CH2:33][OH:34]. Product: [OH:34][CH2:33][CH2:32][N:17]1[CH:16]=[CH:15][C:14]2[N:13]=[C:12]([C:9]3[CH:8]=[CH:7][C:6]([CH2:5][OH:4])=[CH:11][CH:10]=3)[C:21]([C:22]3[CH:23]=[CH:24][CH:25]=[CH:26][CH:27]=3)=[CH:20][C:19]=2[C:18]1=[O:28]. The catalyst class is: 248. (4) Reactant: [Br:1][C:2]1[C:10]2[C:9](Cl)=[N:8][CH:7]=[N:6][C:5]=2[O:4][C:3]=1[C:12]1[CH:17]=[CH:16][CH:15]=[CH:14][CH:13]=1.[NH2:18][C:19]1[CH:20]=[C:21]([CH:28]=[CH:29][CH:30]=1)[O:22][CH2:23][C:24]([O:26][CH3:27])=[O:25].C(N(C(C)C)CC)(C)C. Product: [Br:1][C:2]1[C:10]2[C:9]([NH:18][C:19]3[CH:20]=[C:21]([CH:28]=[CH:29][CH:30]=3)[O:22][CH2:23][C:24]([O:26][CH3:27])=[O:25])=[N:8][CH:7]=[N:6][C:5]=2[O:4][C:3]=1[C:12]1[CH:17]=[CH:16][CH:15]=[CH:14][CH:13]=1. The catalyst class is: 6. (5) Reactant: [CH3:1][N:2]1[CH2:7][CH2:6][N:5]([C:8]2[N:13]=[CH:12][N:11]=[C:10]([NH2:14])[CH:9]=2)[CH2:4][CH2:3]1.[H-].[Na+].Cl[C:18]1[S:19][C:20]([C:23]#[N:24])=[CH:21][N:22]=1. Product: [CH3:1][N:2]1[CH2:7][CH2:6][N:5]([C:8]2[N:13]=[CH:12][N:11]=[C:10]([NH:14][C:18]3[S:19][C:20]([C:23]#[N:24])=[CH:21][N:22]=3)[CH:9]=2)[CH2:4][CH2:3]1. The catalyst class is: 1. (6) Reactant: [NH2:1][C:2]1[C:3]2[C:10]([C:11]3[S:15][CH:14]=[C:13]([C:16](O)=[O:17])[CH:12]=3)=[CH:9][N:8]([C@H:19]3[C@@:23]([OH:25])([CH3:24])[CH:22]([OH:26])[CH:21]([CH2:27][OH:28])[O:20]3)[C:4]=2[N:5]=[CH:6][N:7]=1.[CH2:29]([Cl:32])[CH2:30][Cl:31].[CH:33]1[CH:34]=[CH:35][C:36]2[N:41]([OH:42])[N:40]=[N:39][C:37]=2[CH:38]=1.CCN(C(C)C)C(C)C.C(N)C#C. Product: [NH2:1][C:2]1[C:3]2[C:10]([C:11]3[S:15][CH:14]=[C:13]([C:16]([NH:39][CH2:37][C:36]#[CH:35])=[O:17])[CH:12]=3)=[CH:9][N:8]([C@H:19]3[C@@:23]([OH:25])([CH3:24])[CH:22]([OH:26])[CH:21]([CH2:27][OH:28])[O:20]3)[C:4]=2[N:5]=[CH:6][N:7]=1.[CH2:29]([Cl:32])[CH2:30][Cl:31].[CH:33]1[CH:34]=[CH:35][C:36]2[N:41]([OH:42])[N:40]=[N:39][C:37]=2[CH:38]=1. The catalyst class is: 3. (7) Reactant: [Li+].[BH4-].CO.C[O:6][C:7]([C:9]1([CH2:13][CH2:14][CH3:15])[CH2:12][CH2:11][CH2:10]1)=O.[OH-].[Na+]. Product: [CH2:13]([C:9]1([CH2:7][OH:6])[CH2:12][CH2:11][CH2:10]1)[CH2:14][CH3:15]. The catalyst class is: 28. (8) The catalyst class is: 14. Product: [NH:5]1[CH2:9][CH2:8][CH:7]([C:10]2[CH:11]=[C:12]([NH:16][S:17]([C:20]3[CH:25]=[CH:24][C:23]([O:26][C:27]([F:30])([F:28])[F:29])=[CH:22][CH:21]=3)(=[O:19])=[O:18])[CH:13]=[CH:14][CH:15]=2)[CH2:6]1. Reactant: COC([N:5]1[CH2:9][CH2:8][CH:7]([C:10]2[CH:15]=[CH:14][CH:13]=[C:12]([NH:16][S:17]([C:20]3[CH:25]=[CH:24][C:23]([O:26][C:27]([F:30])([F:29])[F:28])=[CH:22][CH:21]=3)(=[O:19])=[O:18])[CH:11]=2)[CH2:6]1)=O.Cl. (9) Reactant: C([O:8][C:9]1[CH:10]=[C:11](/[CH:24]=[N:25]/[O:26][CH3:27])[C:12]2[S:16][C:15]([NH:17][C:18]([NH:20][CH2:21][CH3:22])=[O:19])=[N:14][C:13]=2[CH:23]=1)C1C=CC=CC=1.CS(O)(=O)=O. Product: [CH2:21]([NH:20][C:18]([NH:17][C:15]1[S:16][C:12]2[C:11](/[CH:24]=[N:25]/[O:26][CH3:27])=[CH:10][C:9]([OH:8])=[CH:23][C:13]=2[N:14]=1)=[O:19])[CH3:22]. The catalyst class is: 2.